This data is from Catalyst prediction with 721,799 reactions and 888 catalyst types from USPTO. The task is: Predict which catalyst facilitates the given reaction. (1) Reactant: Cl.O.C([O:7][C:8](=[O:40])[CH2:9][N:10]1[N:14]=[N:13][C:12]([C:15]2[CH:20]=[CH:19][C:18]([CH:21]([C:26]3[CH:31]=[CH:30][C:29]([O:32][CH2:33][C:34]4[CH:39]=[CH:38][CH:37]=[CH:36][N:35]=4)=[CH:28][CH:27]=3)[C:22]([CH3:25])([CH3:24])[CH3:23])=[CH:17][CH:16]=2)=[N:11]1)(C)(C)C.Cl.O1CCOCC1. Product: [CH3:23][C:22]([CH3:25])([CH3:24])[CH:21]([C:18]1[CH:19]=[CH:20][C:15]([C:12]2[N:13]=[N:14][N:10]([CH2:9][C:8]([OH:40])=[O:7])[N:11]=2)=[CH:16][CH:17]=1)[C:26]1[CH:27]=[CH:28][C:29]([O:32][CH2:33][C:34]2[CH:39]=[CH:38][CH:37]=[CH:36][N:35]=2)=[CH:30][CH:31]=1. The catalyst class is: 12. (2) Reactant: [Na].[OH:2][N:3]1[C:7](=[O:8])[CH2:6][CH:5]([S:9]([OH:12])(=[O:11])=[O:10])[C:4]1=[O:13].C1(N=C=NC2CCCCC2)CCCCC1. Product: [OH:2][N:3]1[C:7](=[O:8])[CH2:6][CH:5]([S:9]([OH:12])(=[O:10])=[O:11])[C:4]1=[O:13]. The catalyst class is: 44. (3) The catalyst class is: 2. Product: [F:19][C:10]([C:15]([F:16])([F:17])[F:18])([C:11]([F:14])([F:13])[F:12])[CH2:9][CH2:8][S:5]([NH:4][CH2:3][CH2:2][O:1][C:20](=[O:24])[C:21]([CH3:23])=[CH2:22])(=[O:7])=[O:6]. Reactant: [OH:1][CH2:2][CH2:3][NH:4][S:5]([CH2:8][CH2:9][C:10]([F:19])([C:15]([F:18])([F:17])[F:16])[C:11]([F:14])([F:13])[F:12])(=[O:7])=[O:6].[C:20](O[C:20](=[O:24])[C:21]([CH3:23])=[CH2:22])(=[O:24])[C:21]([CH3:23])=[CH2:22]. (4) Reactant: Cl.[Cl:2][C:3]1[CH:22]=[CH:21][C:6]([CH2:7][C:8]2[CH:20]=[CH:19][C:11]([O:12][CH2:13][C@@H:14]3[CH2:18][CH2:17][CH2:16][NH:15]3)=[CH:10][CH:9]=2)=[CH:5][CH:4]=1.C(=O)([O-])[O-].[K+].[K+].Br[CH2:30][CH2:31][CH2:32][C:33]([O:35][CH3:36])=[O:34]. The catalyst class is: 384. Product: [CH3:36][O:35][C:33](=[O:34])[CH2:32][CH2:31][CH2:30][N:15]1[CH2:16][CH2:17][CH2:18][C@H:14]1[CH2:13][O:12][C:11]1[CH:19]=[CH:20][C:8]([CH2:7][C:6]2[CH:21]=[CH:22][C:3]([Cl:2])=[CH:4][CH:5]=2)=[CH:9][CH:10]=1. (5) Reactant: Cl.C(N=C=NCCCN(C)C)C.Cl.[CH3:14][O:15][C:16]1[CH:17]=[C:18]2[C:23](=[C:24]3[CH2:28][C:27]([CH3:30])([CH3:29])[O:26][C:25]=13)[C:22]([C:31]1[CH:39]=[CH:38][C:34]([C:35](O)=[O:36])=[CH:33][CH:32]=1)=[N:21][C:20]([CH3:41])([CH3:40])[CH2:19]2.O.ON1C2C=CC=CC=2N=N1.[CH3:53][O:54][C:55]1[CH:61]=[CH:60][C:58]([NH2:59])=[CH:57][CH:56]=1. Product: [CH3:53][O:54][C:55]1[CH:61]=[CH:60][C:58]([NH:59][C:35](=[O:36])[C:34]2[CH:38]=[CH:39][C:31]([C:22]3[C:23]4[C:18](=[CH:17][C:16]([O:15][CH3:14])=[C:25]5[O:26][C:27]([CH3:30])([CH3:29])[CH2:28][C:24]5=4)[CH2:19][C:20]([CH3:41])([CH3:40])[N:21]=3)=[CH:32][CH:33]=2)=[CH:57][CH:56]=1. The catalyst class is: 35. (6) Reactant: [Cl:1][C:2]1[C:3]([N:8]2[CH2:13][CH2:12][N:11]([C:14]3[S:15][CH2:16][C:17](=[O:19])[N:18]=3)[CH2:10][CH2:9]2)=[N:4][CH:5]=[CH:6][CH:7]=1.[CH:20]1[C:29]2[C:24](=[CH:25][CH:26]=[CH:27][CH:28]=2)[CH:23]=[CH:22][C:21]=1[CH:30]=O.C(N(CC)CC)C. Product: [Cl:1][C:2]1[C:3]([N:8]2[CH2:13][CH2:12][N:11]([C:14]3[S:15][C:16](=[CH:30][C:21]4[CH:22]=[CH:23][C:24]5[C:29](=[CH:28][CH:27]=[CH:26][CH:25]=5)[CH:20]=4)[C:17](=[O:19])[N:18]=3)[CH2:10][CH2:9]2)=[N:4][CH:5]=[CH:6][CH:7]=1. The catalyst class is: 14.